Dataset: Full USPTO retrosynthesis dataset with 1.9M reactions from patents (1976-2016). Task: Predict the reactants needed to synthesize the given product. (1) Given the product [NH2:8][C:9]1[CH:10]=[C:11]2[C:17]([C:18]3[CH:26]=[CH:25][C:21]([C:22]([OH:24])=[O:23])=[CH:20][C:19]=3[F:27])=[CH:16][N:15]([C:28](=[O:40])[C:29]3[C:34]([C:35]([F:37])([F:38])[F:36])=[CH:33][CH:32]=[CH:31][C:30]=3[Cl:39])[C:12]2=[CH:13][N:14]=1, predict the reactants needed to synthesize it. The reactants are: C(OC([NH:8][C:9]1[CH:10]=[C:11]2[C:17]([C:18]3[CH:26]=[CH:25][C:21]([C:22]([OH:24])=[O:23])=[CH:20][C:19]=3[F:27])=[CH:16][N:15]([C:28](=[O:40])[C:29]3[C:34]([C:35]([F:38])([F:37])[F:36])=[CH:33][CH:32]=[CH:31][C:30]=3[Cl:39])[C:12]2=[CH:13][N:14]=1)=O)(C)(C)C.C(O)(C(F)(F)F)=O. (2) Given the product [OH:1][N:2]([CH:3]([CH2:13][S:14]([N:17]1[CH2:22][CH2:21][N:20]([C:23]2[CH:28]=[CH:27][C:26]([C:29]#[C:30][C:31]3[S:32][CH:33]=[CH:34][CH:35]=3)=[CH:25][N:24]=2)[CH2:19][CH2:18]1)(=[O:16])=[O:15])[CH2:4][CH2:5][CH2:6][C:7]1[N:12]=[CH:11][CH:10]=[CH:9][N:8]=1)[CH:38]=[O:39], predict the reactants needed to synthesize it. The reactants are: [OH:1][NH:2][CH:3]([CH2:13][S:14]([N:17]1[CH2:22][CH2:21][N:20]([C:23]2[CH:28]=[CH:27][C:26]([C:29]#[C:30][C:31]3[S:32][CH:33]=[CH:34][CH:35]=3)=[CH:25][N:24]=2)[CH2:19][CH2:18]1)(=[O:16])=[O:15])[CH2:4][CH2:5][CH2:6][C:7]1[N:12]=[CH:11][CH:10]=[CH:9][N:8]=1.C1C[O:39][CH2:38]C1. (3) Given the product [Br:20][CH2:40][C:35]1[CH:34]=[CH:33][C:32]2[C:37](=[CH:38][CH:39]=[C:30]([C:24]3[C:23]([Cl:22])=[CH:28][CH:27]=[CH:26][C:25]=3[Cl:29])[CH:31]=2)[CH:36]=1, predict the reactants needed to synthesize it. The reactants are: C1C=CC(P(C2C=CC=CC=2)C2C=CC=CC=2)=CC=1.[Br:20]Br.[Cl:22][C:23]1[CH:28]=[CH:27][CH:26]=[C:25]([Cl:29])[C:24]=1[C:30]1[CH:31]=[C:32]2[C:37](=[CH:38][CH:39]=1)[CH:36]=[C:35]([CH2:40]O)[CH:34]=[CH:33]2.O. (4) Given the product [Cl:22][C:23]1[CH:30]=[CH:29][C:26]([CH:27]([OH:28])[C:2]2[C:3]([C:17]([O:19][CH2:20][CH3:21])=[O:18])=[N:4][N:5]([CH2:8][C:9]3[CH:14]=[CH:13][C:12]([O:15][CH3:16])=[CH:11][CH:10]=3)[C:6]=2[CH3:7])=[CH:25][CH:24]=1, predict the reactants needed to synthesize it. The reactants are: I[C:2]1[C:3]([C:17]([O:19][CH2:20][CH3:21])=[O:18])=[N:4][N:5]([CH2:8][C:9]2[CH:14]=[CH:13][C:12]([O:15][CH3:16])=[CH:11][CH:10]=2)[C:6]=1[CH3:7].[Cl:22][C:23]1[CH:30]=[CH:29][C:26]([CH:27]=[O:28])=[CH:25][CH:24]=1. (5) Given the product [CH3:5][O:4][C:2]([N:7]1[CH2:8][CH2:9][C:10]2[C:15](=[CH:14][CH:13]=[CH:12][CH:11]=2)[CH2:6]1)=[O:3], predict the reactants needed to synthesize it. The reactants are: Cl[C:2]([O:4][CH3:5])=[O:3].[CH2:6]1[C:15]2[C:10](=[CH:11][CH:12]=[CH:13][CH:14]=2)[CH2:9][CH2:8][NH:7]1.C(N(CC)CC)C. (6) Given the product [CH3:7][O:8][C:9]1[CH:14]=[CH:13][C:12]([S:15]([C:1]2[CH:6]=[CH:5][CH:4]=[CH:3][CH:2]=2)(=[O:17])=[O:16])=[CH:11][CH:10]=1, predict the reactants needed to synthesize it. The reactants are: [CH:1]1[CH:6]=[CH:5][CH:4]=[CH:3][CH:2]=1.[CH3:7][O:8][C:9]1[CH:14]=[CH:13][C:12]([S:15](Cl)(=[O:17])=[O:16])=[CH:11][CH:10]=1.[Cl-].[Al+3].[Cl-].[Cl-].Cl. (7) Given the product [C:24]([C:11]1[C:12](=[O:23])[N:13]([CH2:14][C:15]2[CH:20]=[CH:19][C:18]([CH3:21])=[CH:17][C:16]=2[CH3:22])[C:8]([C:5]2[CH:4]=[CH:3][C:2]([C:37]3[CH:38]=[CH:39][CH:40]=[C:35](/[CH:34]=[CH:33]/[C:32]([O:31][CH3:30])=[O:44])[CH:36]=3)=[CH:7][CH:6]=2)=[CH:9][C:10]=1[C:26]([F:27])([F:29])[F:28])#[N:25], predict the reactants needed to synthesize it. The reactants are: Br[C:2]1[CH:7]=[CH:6][C:5]([C:8]2[N:13]([CH2:14][C:15]3[CH:20]=[CH:19][C:18]([CH3:21])=[CH:17][C:16]=3[CH3:22])[C:12](=[O:23])[C:11]([C:24]#[N:25])=[C:10]([C:26]([F:29])([F:28])[F:27])[CH:9]=2)=[CH:4][CH:3]=1.[CH3:30][O:31][C:32](=[O:44])/[CH:33]=[CH:34]/[C:35]1[CH:36]=[C:37](B(O)O)[CH:38]=[CH:39][CH:40]=1.C(=O)([O-])[O-].[K+].[K+]. (8) The reactants are: Cl[C:2](=[N:8][NH:9][C:10]1[CH:15]=[CH:14][C:13]([Cl:16])=[CH:12][CH:11]=1)[C:3]([O:5][CH2:6][CH3:7])=[O:4].[CH2:17]=[CH:18][C:19]1[CH:24]=[CH:23][CH:22]=[CH:21][CH:20]=1.C(N(CC)CC)C. Given the product [Cl:16][C:13]1[CH:14]=[CH:15][C:10]([N:9]2[CH:18]([C:19]3[CH:24]=[CH:23][CH:22]=[CH:21][CH:20]=3)[CH2:17][C:2]([C:3]([O:5][CH2:6][CH3:7])=[O:4])=[N:8]2)=[CH:11][CH:12]=1, predict the reactants needed to synthesize it.